Predict the reaction yield, written as a fraction of the theoretical maximum amount of product (1.0 means a 100% yield; for example, 0.34 means a 34% yield). From a dataset of Reaction yield outcomes from USPTO patents with 853,638 reactions. (1) The reactants are [Cl:1][C:2]1[N:7]=[C:6]([C:8]2[S:12][C:11]([CH:13]([CH3:15])[CH3:14])=[N:10][C:9]=2[C:16]2[CH:17]=[C:18]([NH2:22])[CH:19]=[CH:20][CH:21]=2)[CH:5]=[CH:4][N:3]=1.N1C=CC=CC=1.[F:29][C:30]1[CH:35]=[CH:34][CH:33]=[C:32]([F:36])[C:31]=1[S:37](Cl)(=[O:39])=[O:38]. The catalyst is C(Cl)Cl. The product is [Cl:1][C:2]1[N:7]=[C:6]([C:8]2[S:12][C:11]([CH:13]([CH3:15])[CH3:14])=[N:10][C:9]=2[C:16]2[CH:17]=[C:18]([NH:22][S:37]([C:31]3[C:32]([F:36])=[CH:33][CH:34]=[CH:35][C:30]=3[F:29])(=[O:39])=[O:38])[CH:19]=[CH:20][CH:21]=2)[CH:5]=[CH:4][N:3]=1. The yield is 0.910. (2) The reactants are [NH:1]1[C:9]2[C:4](=[CH:5][CH:6]=[CH:7][CH:8]=2)[C:3]([CH2:10][CH2:11][C:12]([OH:14])=[O:13])=[CH:2]1.[H-].[Na+].Br[CH2:18][CH2:19][O:20][Si:21]([C:24]([CH3:27])([CH3:26])[CH3:25])([CH3:23])[CH3:22].S([O-])([O-])(=O)=O.[Na+].[Na+]. The catalyst is CN(C=O)C. The product is [Si:21]([O:20][CH2:19][CH2:18][N:1]1[C:9]2[C:4](=[CH:5][CH:6]=[CH:7][CH:8]=2)[C:3]([CH2:10][CH2:11][C:12]([OH:14])=[O:13])=[CH:2]1)([C:24]([CH3:27])([CH3:26])[CH3:25])([CH3:23])[CH3:22]. The yield is 0.430. (3) The reactants are [Cl:1][C:2]1[C:7]([F:8])=[C:6](N)[N:5]2[N:10]=[CH:11][CH:12]=[C:4]2[N:3]=1.N(OCCC(C)C)=O. The catalyst is O1CCOCC1. The product is [Cl:1][C:2]1[C:7]([F:8])=[CH:6][N:5]2[N:10]=[CH:11][CH:12]=[C:4]2[N:3]=1. The yield is 0.930. (4) The reactants are [CH2:1]([O:8][C:9]1[CH:25]=[CH:24][C:12]([O:13][C:14]2[CH:19]=[CH:18][C:17]([CH2:20][C:21](O)=[O:22])=[CH:16][CH:15]=2)=[CH:11][CH:10]=1)[C:2]1[CH:7]=[CH:6][CH:5]=[CH:4][CH:3]=1.C(Cl)(=O)C(Cl)=O.[C:32]([O:40][CH3:41])(=[O:39])[C:33]1[CH:38]=[CH:37][CH:36]=[CH:35][CH:34]=1.C([N:44](CC)CC)C. The catalyst is C(Cl)Cl. The product is [CH2:1]([O:8][C:9]1[CH:25]=[CH:24][C:12]([O:13][C:14]2[CH:19]=[CH:18][C:17]([CH2:20][C:21]([NH:44][C:34]3[CH:35]=[CH:36][CH:37]=[CH:38][C:33]=3[C:32]([O:40][CH3:41])=[O:39])=[O:22])=[CH:16][CH:15]=2)=[CH:11][CH:10]=1)[C:2]1[CH:7]=[CH:6][CH:5]=[CH:4][CH:3]=1. The yield is 0.750. (5) The reactants are [CH3:1][N:2]1[C:10]2[C:5](=[CH:6][CH:7]=[CH:8][CH:9]=2)[CH:4]=[C:3]1[C:11]([NH:13][C@H:14]([C:18]([NH:20][CH:21]([C:30](=[O:33])[CH2:31][F:32])[CH2:22][C:23]([O:25]C(C)(C)C)=[O:24])=[O:19])[CH:15]([CH3:17])[CH3:16])=[O:12].C1(OC)C=CC=CC=1.FC(F)(F)C(O)=O. The catalyst is C(Cl)Cl. The product is [CH3:1][N:2]1[C:10]2[C:5](=[CH:6][CH:7]=[CH:8][CH:9]=2)[CH:4]=[C:3]1[C:11]([NH:13][C@H:14]([C:18]([NH:20][CH:21]([C:30](=[O:33])[CH2:31][F:32])[CH2:22][C:23]([OH:25])=[O:24])=[O:19])[CH:15]([CH3:16])[CH3:17])=[O:12]. The yield is 0.720. (6) The reactants are [CH2:1]([O:8][C@H:9]1[C@H:14]([O:15][CH2:16][C:17]2[CH:22]=[CH:21][CH:20]=[CH:19][CH:18]=2)[C@@H:13]([O:23][CH2:24][C:25]2[CH:30]=[CH:29][CH:28]=[CH:27][CH:26]=2)[C@H:12]([C:31]([F:38])([F:37])[CH2:32][O:33]OCC)[O:11][C@@H:10]1[CH2:39][O:40][CH2:41][C:42]1[CH:47]=[CH:46][CH:45]=[CH:44][CH:43]=1)[C:2]1[CH:7]=[CH:6][CH:5]=[CH:4][CH:3]=1.[Li+].[OH-:49].Cl. The catalyst is CCO.C(Cl)Cl. The product is [F:38][C:31]([F:37])([C@H:12]1[C@H:13]([O:23][CH2:24][C:25]2[CH:26]=[CH:27][CH:28]=[CH:29][CH:30]=2)[C@@H:14]([O:15][CH2:16][C:17]2[CH:22]=[CH:21][CH:20]=[CH:19][CH:18]=2)[C@H:9]([O:8][CH2:1][C:2]2[CH:3]=[CH:4][CH:5]=[CH:6][CH:7]=2)[C@@H:10]([CH2:39][O:40][CH2:41][C:42]2[CH:43]=[CH:44][CH:45]=[CH:46][CH:47]=2)[O:11]1)[C:32]([OH:33])=[O:49]. The yield is 0.970.